This data is from Forward reaction prediction with 1.9M reactions from USPTO patents (1976-2016). The task is: Predict the product of the given reaction. (1) Given the reactants [Br:1][C:2]1[CH:3]=[C:4]([CH:9]=[CH:10][CH:11]=1)[C:5]([NH:7][NH2:8])=[O:6].[C:12](Cl)(=[O:19])[C:13]1[CH:18]=[CH:17][CH:16]=[CH:15][CH:14]=1, predict the reaction product. The product is: [C:12]([NH:8][NH:7][C:5](=[O:6])[C:4]1[CH:9]=[CH:10][CH:11]=[C:2]([Br:1])[CH:3]=1)(=[O:19])[C:13]1[CH:18]=[CH:17][CH:16]=[CH:15][CH:14]=1. (2) Given the reactants [CH3:1][CH:2]([C:8](OCC)=O)[C:3]([O:5]CC)=[O:4].[O-]CC.[Na+].[Na].ClC[C:20]1[CH:25]=[CH:24][C:23]([CH:26]([CH3:28])[CH3:27])=[CH:22][CH:21]=1.[OH-].[K+], predict the reaction product. The product is: [CH:26]([C:23]1[CH:24]=[CH:25][C:20]([CH2:8][CH:2]([CH3:1])[C:3]([OH:5])=[O:4])=[CH:21][CH:22]=1)([CH3:28])[CH3:27]. (3) Given the reactants [Br:1][C:2]1[N:7]=[CH:6][C:5]([O:8][C:9]2[CH:10]=[C:11]([CH:15]=[CH:16][CH:17]=2)[C:12]([OH:14])=O)=[CH:4][CH:3]=1.[NH2:18][CH:19]1[CH:26]2[CH2:27][C:22]3([OH:29])[CH2:23][CH:24]([CH2:28][CH:20]1[CH2:21]3)[CH2:25]2, predict the reaction product. The product is: [Br:1][C:2]1[N:7]=[CH:6][C:5]([O:8][C:9]2[CH:10]=[C:11]([CH:15]=[CH:16][CH:17]=2)[C:12]([NH:18][CH:19]2[CH:20]3[CH2:28][CH:24]4[CH2:23][C:22]([OH:29])([CH2:27][CH:26]2[CH2:25]4)[CH2:21]3)=[O:14])=[CH:4][CH:3]=1. (4) The product is: [C:21](=[O:22])([O:23][CH3:24])[O:12][C:3]1[CH:4]=[CH:5][C:6]([C:8]([CH3:9])([CH3:11])[CH3:10])=[CH:7][C:2]=1[Br:1]. Given the reactants [Br:1][C:2]1[CH:7]=[C:6]([C:8]([CH3:11])([CH3:10])[CH3:9])[CH:5]=[CH:4][C:3]=1[OH:12].C(N(CC)CC)C.Cl[C:21]([O:23][CH3:24])=[O:22], predict the reaction product. (5) Given the reactants [CH3:1][Si:2]([CH3:55])([O:7][C@@H:8]1[C@H:12]([O:13][Si:14]([CH3:20])([CH3:19])[C:15]([CH3:18])([CH3:17])[CH3:16])[C@@H:11]([CH2:21][O:22][Si:23]([CH3:29])([CH3:28])[C:24]([CH3:27])([CH3:26])[CH3:25])[O:10][C@H:9]1[N:30]1[CH:38]=[N:37][C:36]2[C:31]1=[N:32][C:33]([N:45]1[CH:49]=[C:48]([C:50]([O:52]CC)=[O:51])[CH:47]=[N:46]1)=[N:34][C:35]=2[NH:39][CH:40]1[CH2:44][CH2:43][CH2:42][CH2:41]1)[C:3]([CH3:6])([CH3:5])[CH3:4].[OH-].[K+], predict the reaction product. The product is: [CH3:55][Si:2]([CH3:1])([O:7][C@@H:8]1[C@H:12]([O:13][Si:14]([CH3:20])([CH3:19])[C:15]([CH3:16])([CH3:17])[CH3:18])[C@@H:11]([CH2:21][O:22][Si:23]([CH3:28])([CH3:29])[C:24]([CH3:27])([CH3:26])[CH3:25])[O:10][C@H:9]1[N:30]1[CH:38]=[N:37][C:36]2[C:31]1=[N:32][C:33]([N:45]1[CH:49]=[C:48]([C:50]([OH:52])=[O:51])[CH:47]=[N:46]1)=[N:34][C:35]=2[NH:39][CH:40]1[CH2:44][CH2:43][CH2:42][CH2:41]1)[C:3]([CH3:4])([CH3:5])[CH3:6]. (6) Given the reactants O.NN.[CH3:4][C:5]1[O:9][C:8]([C:10]2[CH:15]=[CH:14][CH:13]=[CH:12][CH:11]=2)=[N:7][C:6]=1[CH2:16][O:17][C:18]1[CH:19]=[C:20]([CH:34]=[CH:35][CH:36]=1)[CH2:21][O:22][N:23]1C(=O)C2=CC=CC=C2C1=O.O1CCCC1.C(=O)([O-])[O-].[K+].[K+], predict the reaction product. The product is: [CH3:4][C:5]1[O:9][C:8]([C:10]2[CH:11]=[CH:12][CH:13]=[CH:14][CH:15]=2)=[N:7][C:6]=1[CH2:16][O:17][C:18]1[CH:19]=[C:20]([CH:34]=[CH:35][CH:36]=1)[CH2:21][O:22][NH2:23]. (7) Given the reactants [CH2:1]([O:3][C:4]([N:6]1[C:11]2[CH:12]=[C:13]([C:16]([N:18]3[C:27]4[C:22](=[CH:23][CH:24]=[CH:25][CH:26]=4)[C@H:21]([NH2:28])[CH2:20][C@@H:19]3[CH3:29])=[O:17])[CH:14]=[CH:15][C:10]=2[O:9][CH2:8][CH2:7]1)=[O:5])[CH3:2].[Cl:30][C:31]1[CH:36]=[CH:35][C:34](B(O)O)=[CH:33][CH:32]=1.C(N(CC)CC)C.[C:47](OCC)(=[O:49])[CH3:48], predict the reaction product. The product is: [CH2:1]([O:3][C:4]([N:6]1[C:11]2[CH:12]=[C:13]([C:16]([N:18]3[C:27]4[C:22](=[CH:23][CH:24]=[CH:25][CH:26]=4)[C@H:21]([N:28]([C:47](=[O:49])[CH3:48])[C:34]4[CH:35]=[CH:36][C:31]([Cl:30])=[CH:32][CH:33]=4)[CH2:20][C@@H:19]3[CH3:29])=[O:17])[CH:14]=[CH:15][C:10]=2[O:9][CH2:8][CH2:7]1)=[O:5])[CH3:2]. (8) Given the reactants CC1(C)C(C)(C)OB([C:9]2[CH:10]=[CH:11][C:12]3[O:17][CH2:16][C:15](=[O:18])[NH:14][C:13]=3[CH:19]=2)O1.Br[C:22]1[C:23]([CH3:40])=[N:24][N:25]([CH2:34][CH2:35][CH:36]([OH:39])[CH2:37][CH3:38])[C:26]=1[C:27]1[CH:32]=[CH:31][C:30]([F:33])=[CH:29][CH:28]=1.C(=O)([O-])[O-].[Cs+].[Cs+].O, predict the reaction product. The product is: [F:33][C:30]1[CH:29]=[CH:28][C:27]([C:26]2[N:25]([CH2:34][CH2:35][CH:36]([OH:39])[CH2:37][CH3:38])[N:24]=[C:23]([CH3:40])[C:22]=2[C:9]2[CH:10]=[CH:11][C:12]3[O:17][CH2:16][C:15](=[O:18])[NH:14][C:13]=3[CH:19]=2)=[CH:32][CH:31]=1.